This data is from Forward reaction prediction with 1.9M reactions from USPTO patents (1976-2016). The task is: Predict the product of the given reaction. (1) Given the reactants C[N:2](C)/[CH:3]=[CH:4]/[C:5]([C:7]1[C:12](=[O:13])[CH:11]=[CH:10][N:9]([C:14]2[CH:19]=[CH:18][C:17]([O:20][C:21]([F:24])([F:23])[F:22])=[CH:16][CH:15]=2)[N:8]=1)=O.[NH:26]([C:28]1[CH:35]=[CH:34][C:31]([C:32]#[N:33])=[CH:30][CH:29]=1)N, predict the reaction product. The product is: [O:13]=[C:12]1[CH:11]=[CH:10][N:9]([C:14]2[CH:19]=[CH:18][C:17]([O:20][C:21]([F:24])([F:23])[F:22])=[CH:16][CH:15]=2)[N:8]=[C:7]1[C:5]1[N:26]([C:28]2[CH:35]=[CH:34][C:31]([C:32]#[N:33])=[CH:30][CH:29]=2)[N:2]=[CH:3][CH:4]=1. (2) Given the reactants [Cl:1][C:2]1[N:10]=[C:9]2[C:5]([N:6]=[CH:7][N:8]2[CH2:11][C:12]2[CH:17]=[CH:16][CH:15]=[C:14]([CH2:18][C:19]([O:21][CH3:22])=[O:20])[CH:13]=2)=[C:4]([NH2:23])[N:3]=1.C([O-])(=O)C.[Na+].[Br:29]Br, predict the reaction product. The product is: [Br:29][C:7]1[N:8]([CH2:11][C:12]2[CH:17]=[CH:16][CH:15]=[C:14]([CH2:18][C:19]([O:21][CH3:22])=[O:20])[CH:13]=2)[C:9]2[C:5]([N:6]=1)=[C:4]([NH2:23])[N:3]=[C:2]([Cl:1])[N:10]=2.